This data is from Full USPTO retrosynthesis dataset with 1.9M reactions from patents (1976-2016). The task is: Predict the reactants needed to synthesize the given product. Given the product [NH2:1][C:2]1[S:3][C:4]([C:9](=[O:12])[CH:10]([Br:13])[CH3:11])=[C:5]([CH2:7][CH3:8])[N:6]=1, predict the reactants needed to synthesize it. The reactants are: [NH2:1][C:2]1[S:3][C:4]([C:9](=[O:12])[CH2:10][CH3:11])=[C:5]([CH2:7][CH3:8])[N:6]=1.[Br:13]Br.